Dataset: TCR-epitope binding with 47,182 pairs between 192 epitopes and 23,139 TCRs. Task: Binary Classification. Given a T-cell receptor sequence (or CDR3 region) and an epitope sequence, predict whether binding occurs between them. (1) The epitope is ATDALMTGY. The TCR CDR3 sequence is CASSVAETNTGELFF. Result: 1 (the TCR binds to the epitope). (2) The epitope is LVLSVNPYV. The TCR CDR3 sequence is CASSAGGEETQYF. Result: 0 (the TCR does not bind to the epitope).